Predict the reactants needed to synthesize the given product. From a dataset of Full USPTO retrosynthesis dataset with 1.9M reactions from patents (1976-2016). Given the product [C:31]([C:23]1[C:24]2[CH2:30][CH2:29][CH2:28][CH2:27][C:25]=2[S:26][C:22]=1[NH:21][C:19](=[O:20])[CH2:18][N:11]1[CH:12]=[C:8]([C:6]([O:5][CH2:3][CH3:4])=[O:7])[C:9]([C:13]([F:15])([F:16])[F:14])=[N:10]1)(=[O:32])[NH2:33], predict the reactants needed to synthesize it. The reactants are: [H-].[Na+].[CH2:3]([O:5][C:6]([C:8]1[C:9]([C:13]([F:16])([F:15])[F:14])=[N:10][NH:11][CH:12]=1)=[O:7])[CH3:4].Br[CH2:18][C:19]([NH:21][C:22]1[S:26][C:25]2[CH2:27][CH2:28][CH2:29][CH2:30][C:24]=2[C:23]=1[C:31]([NH2:33])=[O:32])=[O:20].O.